This data is from Full USPTO retrosynthesis dataset with 1.9M reactions from patents (1976-2016). The task is: Predict the reactants needed to synthesize the given product. (1) Given the product [C:1]([O:5][C:6]([N:8]1[CH2:12][CH2:11][CH2:10][CH:9]1[CH2:13][C:14]1[C:18]2[C:17](=[CH:22][C:21]([F:23])=[CH:20][CH:19]=2)[N:16]([C:25](=[O:27])[CH3:26])[CH:15]=1)=[O:7])([CH3:4])([CH3:3])[CH3:2], predict the reactants needed to synthesize it. The reactants are: [C:1]([O:5][C:6]([N:8]1[CH2:12][CH2:11][CH2:10][CH:9]1[CH:13]=[CH:14][CH2:15][N:16]([C:25](=[O:27])[CH3:26])[C:17]1[CH:22]=[C:21]([F:23])[CH:20]=[CH:19][C:18]=1Br)=[O:7])([CH3:4])([CH3:3])[CH3:2].C([O-])([O-])=O.[K+].[K+]. (2) Given the product [Cl:1][C:2]1[CH:7]=[C:6]([NH:8][C:9]2[CH:14]=[CH:13][C:12]([F:15])=[CH:11][C:10]=2[F:16])[CH:5]=[CH:4][C:3]=1[C:17]([C:19]1[CH:24]=[C:23]([N:25]2[CH:29]=[C:28]([CH2:30][CH2:31][O:32][S:41]([C:38]3[CH:39]=[CH:40][C:35]([CH3:34])=[CH:36][CH:37]=3)(=[O:43])=[O:42])[N:27]=[N:26]2)[CH:22]=[CH:21][C:20]=1[CH3:33])=[O:18], predict the reactants needed to synthesize it. The reactants are: [Cl:1][C:2]1[CH:7]=[C:6]([NH:8][C:9]2[CH:14]=[CH:13][C:12]([F:15])=[CH:11][C:10]=2[F:16])[CH:5]=[CH:4][C:3]=1[C:17]([C:19]1[CH:24]=[C:23]([N:25]2[CH:29]=[C:28]([CH2:30][CH2:31][OH:32])[N:27]=[N:26]2)[CH:22]=[CH:21][C:20]=1[CH3:33])=[O:18].[CH3:34][C:35]1[CH:40]=[CH:39][C:38]([S:41](Cl)(=[O:43])=[O:42])=[CH:37][CH:36]=1.CCOC(C)=O.O. (3) Given the product [CH2:32]([O:31][C:29](=[O:30])[C:28]1[CH:34]=[CH:35][C:25]([O:1][CH:2]2[CH2:3][CH2:4][N:5]([C:8](=[O:9])[C:10]3[CH:15]=[C:14]([S:16]([CH3:19])(=[O:18])=[O:17])[CH:13]=[CH:12][C:11]=3[O:20][CH:21]([CH3:23])[CH3:22])[CH2:6][CH2:7]2)=[CH:26][CH:27]=1)[CH3:33], predict the reactants needed to synthesize it. The reactants are: [OH:1][CH:2]1[CH2:7][CH2:6][N:5]([C:8]([C:10]2[CH:15]=[C:14]([S:16]([CH3:19])(=[O:18])=[O:17])[CH:13]=[CH:12][C:11]=2[O:20][CH:21]([CH3:23])[CH3:22])=[O:9])[CH2:4][CH2:3]1.O[C:25]1[CH:35]=[CH:34][C:28]([C:29]([O:31][CH2:32][CH3:33])=[O:30])=[CH:27][CH:26]=1. (4) Given the product [N:6]1[CH:11]=[CH:10][CH:9]=[C:8]([S:1]([Cl:5])(=[O:3])=[O:2])[CH:7]=1, predict the reactants needed to synthesize it. The reactants are: [S:1]([Cl:5])(Cl)(=[O:3])=[O:2].[N:6]1[CH:11]=[CH:10][CH:9]=[C:8](S(O)(=O)=O)[CH:7]=1.P(Cl)(Cl)(Cl)(Cl)Cl.P(Cl)(Cl)(Cl)=O. (5) The reactants are: C([O:8][C:9]1[C:14]([Br:15])=[CH:13][C:12]([C:16]2[C:24]3[C:23]([OH:25])=[C:22]([C:26]#[N:27])[C:21](=[O:28])[NH:20][C:19]=3[S:18][CH:17]=2)=[CH:11][C:10]=1[Br:29])C1C=CC=CC=1. Given the product [Br:29][C:10]1[CH:11]=[C:12]([C:16]2[C:24]3[C:23]([OH:25])=[C:22]([C:26]#[N:27])[C:21](=[O:28])[NH:20][C:19]=3[S:18][CH:17]=2)[CH:13]=[C:14]([Br:15])[C:9]=1[OH:8], predict the reactants needed to synthesize it.